Task: Predict the product of the given reaction.. Dataset: Forward reaction prediction with 1.9M reactions from USPTO patents (1976-2016) (1) The product is: [Br:1][C:2]1[C:7]([F:8])=[CH:6][C:5]([S:9]([NH:14][CH2:15][CH2:16][OH:17])(=[O:11])=[O:10])=[C:4]([F:13])[CH:3]=1. Given the reactants [Br:1][C:2]1[C:7]([F:8])=[CH:6][C:5]([S:9](Cl)(=[O:11])=[O:10])=[C:4]([F:13])[CH:3]=1.[NH2:14][CH2:15][CH2:16][OH:17].C(N(CC)CC)C, predict the reaction product. (2) The product is: [CH2:16]([S:23]([NH:26][S:27]([CH:30]1[CH2:35][CH2:34][N:33]([C:2]2[C:12]([C:13]#[N:14])=[CH:11][C:5]([C:6]([O:8][CH2:9][CH3:10])=[O:7])=[C:4]([CH3:15])[N:3]=2)[CH2:32][CH2:31]1)(=[O:29])=[O:28])(=[O:24])=[O:25])[C:17]1[CH:18]=[CH:19][CH:20]=[CH:21][CH:22]=1. Given the reactants Cl[C:2]1[C:12]([C:13]#[N:14])=[CH:11][C:5]([C:6]([O:8][CH2:9][CH3:10])=[O:7])=[C:4]([CH3:15])[N:3]=1.[CH2:16]([S:23]([NH:26][S:27]([CH:30]1[CH2:35][CH2:34][NH:33][CH2:32][CH2:31]1)(=[O:29])=[O:28])(=[O:25])=[O:24])[C:17]1[CH:22]=[CH:21][CH:20]=[CH:19][CH:18]=1.CCN(C(C)C)C(C)C.C([O-])(O)=O.[Na+], predict the reaction product. (3) Given the reactants [CH3:1][N:2]([CH3:33])[C:3]1[CH:8]=[CH:7][C:6]([CH2:9][N:10]([C:24]2[CH:29]=[CH:28][C:27]([CH:30]([CH3:32])[CH3:31])=[CH:26][CH:25]=2)[C:11]([CH:13]2[C:22]3[C:17](=[CH:18][CH:19]=[C:20]([OH:23])[CH:21]=3)[CH2:16][CH2:15][CH2:14]2)=[O:12])=[CH:5][CH:4]=1.I[CH:35]([CH3:37])[CH3:36], predict the reaction product. The product is: [CH3:1][N:2]([CH3:33])[C:3]1[CH:8]=[CH:7][C:6]([CH2:9][N:10]([C:24]2[CH:25]=[CH:26][C:27]([CH:30]([CH3:31])[CH3:32])=[CH:28][CH:29]=2)[C:11]([CH:13]2[C:22]3[C:17](=[CH:18][CH:19]=[C:20]([O:23][CH:35]([CH3:37])[CH3:36])[CH:21]=3)[CH2:16][CH2:15][CH2:14]2)=[O:12])=[CH:5][CH:4]=1.